This data is from Peptide-MHC class II binding affinity with 134,281 pairs from IEDB. The task is: Regression. Given a peptide amino acid sequence and an MHC pseudo amino acid sequence, predict their binding affinity value. This is MHC class II binding data. (1) The peptide sequence is LITPAEKVVYKLLRF. The MHC is DRB1_0101 with pseudo-sequence DRB1_0101. The binding affinity (normalized) is 0.684. (2) The binding affinity (normalized) is 0.349. The peptide sequence is HEMNNGGDAMYMALI. The MHC is DRB1_0301 with pseudo-sequence DRB1_0301. (3) The peptide sequence is LVGPTPVNIIGRDLLTQIGC. The MHC is DRB1_0401 with pseudo-sequence DRB1_0401. The binding affinity (normalized) is 0.293. (4) The peptide sequence is QGVADAYITLVTLPK. The MHC is HLA-DQA10101-DQB10501 with pseudo-sequence HLA-DQA10101-DQB10501. The binding affinity (normalized) is 0.169. (5) The peptide sequence is TFAATTNPWASLPG. The MHC is DRB1_0101 with pseudo-sequence DRB1_0101. The binding affinity (normalized) is 0.279.